Task: Predict the reaction yield, written as a fraction of the theoretical maximum amount of product (1.0 means a 100% yield; for example, 0.34 means a 34% yield).. Dataset: Reaction yield outcomes from USPTO patents with 853,638 reactions (1) The product is [CH3:1][O:2][C:3](=[O:17])[C:4]1[CH:9]=[C:8]([N+:10]([O-:12])=[O:11])[C:7]([C:24]2[C:19]([F:18])=[N:20][CH:21]=[C:22]([CH3:39])[CH:23]=2)=[C:6]([N+:14]([O-:16])=[O:15])[CH:5]=1. The reactants are [CH3:1][O:2][C:3](=[O:17])[C:4]1[CH:9]=[C:8]([N+:10]([O-:12])=[O:11])[C:7](Cl)=[C:6]([N+:14]([O-:16])=[O:15])[CH:5]=1.[F:18][C:19]1[C:24](C2C([N+]([O-])=O)=CC(C#N)=CC=2[N+]([O-])=O)=[CH:23][C:22]([CH3:39])=[CH:21][N:20]=1. The yield is 0.940. No catalyst specified. (2) The reactants are Br[C:2]1[CH:7]=[CH:6][C:5]([Br:8])=[CH:4][N:3]=1.C([Li])CCC.CN(C)[CH:16]=[O:17].[BH4-].[Na+]. The catalyst is O.CO.C1(C)C=CC=CC=1. The product is [Br:8][C:5]1[CH:6]=[CH:7][C:2]([CH2:16][OH:17])=[N:3][CH:4]=1. The yield is 0.592. (3) The reactants are C1C(=O)N([Br:8])C(=O)C1.[CH2:9]([O:11][C:12]([C:14]1[NH:15][C:16]2[C:21]([CH:22]=1)=[CH:20][C:19]([C:23]1[CH:28]=[CH:27][C:26]([O:29][CH:30]([CH3:32])[CH3:31])=[CH:25][CH:24]=1)=[CH:18][CH:17]=2)=[O:13])[CH3:10].C(OC(C1NC2C(C=1)=CC(Br)=CC=2)=O)C.C(OC1C=CC(B(O)O)=CC=1)(C)C.[O-]S([O-])(=S)=O.[Na+].[Na+]. The catalyst is CC(C)=O. The product is [CH2:9]([O:11][C:12]([C:14]1[NH:15][C:16]2[C:21]([C:22]=1[Br:8])=[CH:20][C:19]([C:23]1[CH:28]=[CH:27][C:26]([O:29][CH:30]([CH3:31])[CH3:32])=[CH:25][CH:24]=1)=[CH:18][CH:17]=2)=[O:13])[CH3:10]. The yield is 0.880. (4) The reactants are [C:1]1([C:29]2[CH:34]=[CH:33][CH:32]=[CH:31][CH:30]=2)[CH:6]=[CH:5][C:4]([N:7]([C:23]2[CH:28]=[CH:27][CH:26]=[CH:25][CH:24]=2)[C:8]2[CH:20]=[CH:19][C:18]3[C:17]4[C:12](=[CH:13][CH:14]=[CH:15][CH:16]=4)[C:11]([CH3:22])([CH3:21])[C:10]=3[CH:9]=2)=[CH:3][CH:2]=1.C(OCC)(=O)C.[Br:41]N1C(=O)CCC1=O. The catalyst is C1(C)C=CC=CC=1. The product is [C:1]1([C:29]2[CH:30]=[CH:31][CH:32]=[CH:33][CH:34]=2)[CH:6]=[CH:5][C:4]([N:7]([C:23]2[CH:24]=[CH:25][C:26]([Br:41])=[CH:27][CH:28]=2)[C:8]2[CH:20]=[CH:19][C:18]3[C:17]4[C:12](=[CH:13][CH:14]=[CH:15][CH:16]=4)[C:11]([CH3:22])([CH3:21])[C:10]=3[CH:9]=2)=[CH:3][CH:2]=1. The yield is 0.890. (5) The reactants are [CH3:1][C:2]1[CH:7]=[C:6]([CH3:8])[N:5]=[C:4]([N:9]2[CH2:14][CH2:13][N:12]([CH2:15][CH2:16][CH2:17][CH:18]=[CH:19][C:20]3[N:29]=[C:28]4[C:23]([CH2:24][CH2:25][C:26](=[O:30])[NH:27]4)=[CH:22][CH:21]=3)[CH2:11][CH2:10]2)[CH:3]=1. The catalyst is CCO.[Pd]. The product is [CH3:1][C:2]1[CH:7]=[C:6]([CH3:8])[N:5]=[C:4]([N:9]2[CH2:10][CH2:11][N:12]([CH2:15][CH2:16][CH2:17][CH2:18][CH2:19][C:20]3[N:29]=[C:28]4[C:23]([CH2:24][CH2:25][C:26](=[O:30])[NH:27]4)=[CH:22][CH:21]=3)[CH2:13][CH2:14]2)[CH:3]=1. The yield is 0.570. (6) The reactants are [OH:1][C@H:2]1[CH2:7][CH2:6][C@H:5]([NH:8][CH2:9][CH2:10][C:11]2[CH:16]=[CH:15][C:14]([OH:17])=[CH:13][CH:12]=2)[CH2:4][CH2:3]1.Cl[C:19]1[CH:27]=[CH:26][C:22]([C:23]([NH2:25])=[O:24])=[CH:21][N:20]=1.C([O-])([O-])=O.[K+].[K+]. The catalyst is CN(C=O)C.C1(C)C=CC=CC=1. The product is [OH:1][C@H:2]1[CH2:7][CH2:6][C@H:5]([NH:8][CH2:9][CH2:10][C:11]2[CH:12]=[CH:13][C:14]([O:17][C:19]3[CH:27]=[CH:26][C:22]([C:23]([NH2:25])=[O:24])=[CH:21][N:20]=3)=[CH:15][CH:16]=2)[CH2:4][CH2:3]1. The yield is 0.430.